Dataset: Drug-target binding data from BindingDB using IC50 measurements. Task: Regression. Given a target protein amino acid sequence and a drug SMILES string, predict the binding affinity score between them. We predict pIC50 (pIC50 = -log10(IC50 in M); higher means more potent). Dataset: bindingdb_ic50. The drug is CCC1(C)NC(=O)c2cc(S(=O)(=O)N(C)c3ccccc3)ccc2NC1=O. The target protein (Q58HT5) has sequence MAHSKQPSHFQSLMLLQWPLSYLAIFWILQPLFVYLLFTSLWPLPVLYFAWLFLDWKTPERGGRRSAWVRNWCVWTHIRDYFPITILKTKDLSPEHNYLMGVHPHGLLTFGAFCNFCTEATGFSKTFPGITPHLATLSWFFKIPFVREYLMAKGVCSVSQPAINYLLSHGTGNLVGIVVGGVGEALQSVPNTTTLILQKRKGFVRTALQHGAHLVPTFTFGETEVYDQVLFHKDSRMYKFQSCFRRIFGFYCCVFYGQSFCQGSTGLLPYSRPIVTVVGEPLPLPQIEKPSQEMVDKYHALYMDALHKLFDQHKTHYGCSETQKLFFL. The pIC50 is 4.0.